Dataset: Full USPTO retrosynthesis dataset with 1.9M reactions from patents (1976-2016). Task: Predict the reactants needed to synthesize the given product. (1) Given the product [C:1]([C:3]1[CH:4]=[N:5][C:6]2[C:11]([CH:12]=1)=[CH:10][C:9]([O:13][CH:14]([S:18][CH3:19])[C:15]([NH:46][C:43]([C:40]1[CH:41]=[CH:42][O:38][N:39]=1)([CH3:45])[CH3:44])=[O:17])=[CH:8][C:7]=2[CH3:20])#[CH:2], predict the reactants needed to synthesize it. The reactants are: [C:1]([C:3]1[CH:4]=[N:5][C:6]2[C:11]([CH:12]=1)=[CH:10][C:9]([O:13][CH:14]([S:18][CH3:19])[C:15]([OH:17])=O)=[CH:8][C:7]=2[CH3:20])#[CH:2].CCN(CC)CC.C1C=NC2N(O)N=NC=2C=1.[O:38]1[CH:42]=[CH:41][C:40]([C:43]([NH2:46])([CH3:45])[CH3:44])=[N:39]1.CCN=C=NCCCN(C)C. (2) Given the product [C:14]([C:13]1[CH:19]=[N:4][C:3]2[C:5]([C:12]=1[OH:11])=[CH:6][CH:7]=[CH:8][C:2]=2[Br:1])([O:16][CH2:17][CH3:18])=[O:15], predict the reactants needed to synthesize it. The reactants are: [Br:1][C:2]1[CH:8]=[CH:7][CH:6]=[CH:5][C:3]=1[NH2:4].C([O:11][CH:12]=[C:13]([C:19](OCC)=O)[C:14]([O:16][CH2:17][CH3:18])=[O:15])C. (3) Given the product [NH2:1][C@H:2]([C:15]([NH:17][C@H:18]([C:26]([O:28][CH2:29][CH3:30])=[O:27])[CH2:19][CH2:20][CH2:21][NH:22][C:23](=[NH:24])[NH2:25])=[O:16])[CH2:3][C:4]1[C:12]2[C:7](=[CH:8][CH:9]=[CH:10][CH:11]=2)[N:6]([CH:13]=[O:14])[CH:5]=1, predict the reactants needed to synthesize it. The reactants are: [NH:1](C(OC(C)(C)C)=O)[C@H:2]([C:15]([NH:17][C@H:18]([C:26]([O:28][CH2:29][CH3:30])=[O:27])[CH2:19][CH2:20][CH2:21][NH:22][C:23](=[NH:25])[NH2:24])=[O:16])[CH2:3][C:4]1[C:12]2[C:7](=[CH:8][CH:9]=[CH:10][CH:11]=2)[N:6]([CH:13]=[O:14])[CH:5]=1.